This data is from Forward reaction prediction with 1.9M reactions from USPTO patents (1976-2016). The task is: Predict the product of the given reaction. Given the reactants [C:1]([O-:4])([O-])=[O:2].[Na+].[Na+].FC(F)(F)S(O[C:13]1[CH2:14][CH2:15][N:16](C(OC(C)(C)C)=O)[CH2:17][CH:18]=1)(=O)=O.C([NH:31][C:32]1[CH:33]=[C:34](B(O)O)[CH:35]=[CH:36]C=1)(=O)C, predict the reaction product. The product is: [NH:16]1[CH2:17][CH2:18][CH2:13][CH2:14][CH2:15]1.[NH:31]1[CH:32]=[CH:33][CH:34]=[CH:35][CH:36]1[C:1]([O-:4])=[O:2].